The task is: Binary Classification. Given a T-cell receptor sequence (or CDR3 region) and an epitope sequence, predict whether binding occurs between them.. This data is from TCR-epitope binding with 47,182 pairs between 192 epitopes and 23,139 TCRs. (1) The epitope is VTIAEILLI. The TCR CDR3 sequence is CASKGVSVPGELFF. Result: 0 (the TCR does not bind to the epitope). (2) The epitope is CTELKLSDY. The TCR CDR3 sequence is CASSLTGFKETQYF. Result: 1 (the TCR binds to the epitope). (3) The epitope is LPPIVAKEI. The TCR CDR3 sequence is CASSLAQSREQYF. Result: 1 (the TCR binds to the epitope). (4) The epitope is LLFNKVTLA. The TCR CDR3 sequence is CASSEWTNQPQHF. Result: 1 (the TCR binds to the epitope). (5) Result: 1 (the TCR binds to the epitope). The TCR CDR3 sequence is CATSSYGGSGLGTEAFF. The epitope is NLSALGIFST. (6) The epitope is ILKEPVHGV. The TCR CDR3 sequence is CSVEDRANEQYF. Result: 1 (the TCR binds to the epitope). (7) The epitope is TLDSKTQSL. The TCR CDR3 sequence is CASSTPDRTINYGYTF. Result: 1 (the TCR binds to the epitope). (8) The epitope is RAKFKQLL. The TCR CDR3 sequence is CASSIGDRAYGYTF. Result: 1 (the TCR binds to the epitope). (9) The epitope is VTEHDTLLY. The TCR CDR3 sequence is CASSQDAQGGGSYNEQFF. Result: 1 (the TCR binds to the epitope). (10) The epitope is EPLPQGQLTAY. The TCR CDR3 sequence is CASSRNWLNNEQFF. Result: 0 (the TCR does not bind to the epitope).